This data is from Peptide-MHC class I binding affinity with 185,985 pairs from IEDB/IMGT. The task is: Regression. Given a peptide amino acid sequence and an MHC pseudo amino acid sequence, predict their binding affinity value. This is MHC class I binding data. (1) The binding affinity (normalized) is 0.198. The peptide sequence is IMYDIINSV. The MHC is HLA-B54:01 with pseudo-sequence HLA-B54:01. (2) The peptide sequence is TMRHKKATY. The MHC is HLA-A30:02 with pseudo-sequence HLA-A30:02. The binding affinity (normalized) is 0. (3) The peptide sequence is VSSHKGWAK. The MHC is HLA-A02:11 with pseudo-sequence HLA-A02:11. The binding affinity (normalized) is 0.0847.